From a dataset of Forward reaction prediction with 1.9M reactions from USPTO patents (1976-2016). Predict the product of the given reaction. (1) Given the reactants [O:1]1[C:5]2[CH:6]=[CH:7][C:8]([CH2:10][CH2:11][NH:12][C:13]([C:15]3[CH:35]=[CH:34][C:18]([O:19][C:20]4[CH:29]=[C:28]5[C:23]([CH:24]([C:30]([OH:32])=[O:31])[CH2:25][CH2:26][O:27]5)=[CH:22][C:21]=4[Cl:33])=[CH:17][CH:16]=3)=[O:14])=[CH:9][C:4]=2[O:3][CH2:2]1.O1CCCC1CO.C[O-].[Na+:45], predict the reaction product. The product is: [O:1]1[C:5]2[CH:6]=[CH:7][C:8]([CH2:10][CH2:11][NH:12][C:13]([C:15]3[CH:35]=[CH:34][C:18]([O:19][C:20]4[CH:29]=[C:28]5[C:23]([CH:24]([C:30]([O-:32])=[O:31])[CH2:25][CH2:26][O:27]5)=[CH:22][C:21]=4[Cl:33])=[CH:17][CH:16]=3)=[O:14])=[CH:9][C:4]=2[O:3][CH2:2]1.[Na+:45]. (2) Given the reactants [I:1][C:2]1[N:18](S(C2C=CC=CC=2)(=O)=O)[C:5]2=[N:6][CH:7]=[C:8]([NH:10][C:11](=[O:17])[O:12][C:13]([CH3:16])([CH3:15])[CH3:14])[CH:9]=[C:4]2[CH:3]=1.O.O.O.[F-].C([N+](CCCC)(CCCC)CCCC)CCC.O, predict the reaction product. The product is: [I:1][C:2]1[NH:18][C:5]2=[N:6][CH:7]=[C:8]([NH:10][C:11](=[O:17])[O:12][C:13]([CH3:14])([CH3:15])[CH3:16])[CH:9]=[C:4]2[CH:3]=1. (3) Given the reactants [CH3:1][N:2]1[CH2:14][CH2:13][C:12]2[C:11]3[C:6](=[CH:7][CH:8]=[C:9]([N+:15]([O-])=O)[CH:10]=3)[NH:5][C:4]=2[CH2:3]1, predict the reaction product. The product is: [NH2:15][C:9]1[CH:10]=[C:11]2[C:6](=[CH:7][CH:8]=1)[NH:5][C:4]1[CH2:3][N:2]([CH3:1])[CH2:14][CH2:13][C:12]2=1. (4) Given the reactants [CH2:1]([C:4]1[C:8]([CH:9]=O)=[CH:7][N:6]([C:11]2[CH:16]=[CH:15][C:14]([C:17]([F:20])([F:19])[F:18])=[CH:13][N:12]=2)[N:5]=1)[CH2:2][CH3:3].C(OP([CH2:29][C:30]([O:32][CH2:33][CH3:34])=[O:31])(OCC)=O)C.CN(C)C=O.[H-].[Na+], predict the reaction product. The product is: [CH2:1]([C:4]1[C:8](/[CH:9]=[CH:29]/[C:30]([O:32][CH2:33][CH3:34])=[O:31])=[CH:7][N:6]([C:11]2[CH:16]=[CH:15][C:14]([C:17]([F:20])([F:19])[F:18])=[CH:13][N:12]=2)[N:5]=1)[CH2:2][CH3:3]. (5) Given the reactants Cl[C:2]1[C:3]([NH2:9])=[N:4][CH:5]=[N:6][C:7]=1Cl.[NH2:10][CH:11]1[CH2:24][C:13]2([CH2:16][N:15]([C:17]([O:19]C(C)(C)C)=O)[CH2:14]2)[CH2:12]1.[O:25]([C:32]1[CH:37]=[CH:36][C:35](B(O)O)=[CH:34][CH:33]=1)[C:26]1[CH:31]=[CH:30][CH:29]=[CH:28][CH:27]=1.Cl.[CH3:42][N:43]([CH3:50])[CH2:44]/[CH:45]=[CH:46]/C(O)=O, predict the reaction product. The product is: [NH2:9][C:3]1[N:4]=[CH:5][N:6]=[C:7]([NH:10][CH:11]2[CH2:12][C:13]3([CH2:14][N:15]([C:17](=[O:19])/[CH:46]=[CH:45]/[CH2:44][N:43]([CH3:50])[CH3:42])[CH2:16]3)[CH2:24]2)[C:2]=1[C:29]1[CH:30]=[CH:31][C:26]([O:25][C:32]2[CH:37]=[CH:36][CH:35]=[CH:34][CH:33]=2)=[CH:27][CH:28]=1.